Task: Predict the product of the given reaction.. Dataset: Forward reaction prediction with 1.9M reactions from USPTO patents (1976-2016) (1) The product is: [Cl:21][C:22]1[N:23]([C:32]2[CH:33]=[N:34][N:35]([CH2:37][CH2:38][CH3:39])[CH:36]=2)[C:24]2[C:29]([C:30]=1[S:1][C:2]1[CH:3]=[C:4]([CH:10]=[CH:11][CH:12]=1)[C:5]([O:7][CH2:8][CH3:9])=[O:6])=[CH:28][CH:27]=[C:26]([Cl:31])[CH:25]=2. Given the reactants [SH:1][C:2]1[CH:3]=[C:4]([CH:10]=[CH:11][CH:12]=1)[C:5]([O:7][CH2:8][CH3:9])=[O:6].C1C(=O)N(Cl)C(=O)C1.[Cl:21][C:22]1[N:23]([C:32]2[CH:33]=[N:34][N:35]([CH2:37][CH2:38][CH3:39])[CH:36]=2)[C:24]2[C:29]([CH:30]=1)=[CH:28][CH:27]=[C:26]([Cl:31])[CH:25]=2, predict the reaction product. (2) Given the reactants [NH2:1][C:2]1[CH:7]=[CH:6][C:5]([C:8](=[O:13])[C:9]([F:12])([F:11])[F:10])=[CH:4][CH:3]=1.[I:14]Cl.C([O-])(O)=O.[Na+], predict the reaction product. The product is: [NH2:1][C:2]1[CH:7]=[CH:6][C:5]([C:8](=[O:13])[C:9]([F:10])([F:11])[F:12])=[CH:4][C:3]=1[I:14]. (3) Given the reactants [CH:1]([C:3]1[N:4]=[C:5]2[C:10]([N:11]3[CH2:16][CH2:15][O:14][CH2:13][CH2:12]3)=[N:9][CH:8]=[C:7]([C:17]3[CH:18]=[CH:19][C:20]([C:23]#[N:24])=[N:21][CH:22]=3)[N:6]2[CH:25]=1)=[O:2].[BH4-].[Na+], predict the reaction product. The product is: [OH:2][CH2:1][C:3]1[N:4]=[C:5]2[C:10]([N:11]3[CH2:16][CH2:15][O:14][CH2:13][CH2:12]3)=[N:9][CH:8]=[C:7]([C:17]3[CH:18]=[CH:19][C:20]([C:23]#[N:24])=[N:21][CH:22]=3)[N:6]2[CH:25]=1. (4) The product is: [Cl:23][C:20]1[CH:21]=[C:22]2[C:17]([CH:16]=[CH:15][N:14]=[C:13]2[C:5]2[CH:4]=[C:3]([CH:1]=[O:2])[S:7][C:6]=2[CH3:8])=[CH:18][CH:19]=1. Given the reactants [CH:1]([C:3]1[S:7][C:6]([CH3:8])=[C:5](B(O)O)[CH:4]=1)=[O:2].Br[C:13]1[C:22]2[C:17](=[CH:18][CH:19]=[C:20]([Cl:23])[CH:21]=2)[CH:16]=[CH:15][N:14]=1.C(=O)([O-])[O-].[K+].[K+].C(=O)(O)[O-].[Na+], predict the reaction product. (5) The product is: [F:9][C:4]1[CH:3]=[C:2]([I:1])[CH:8]=[CH:7][C:5]=1[NH:6][CH:10]=[O:12]. Given the reactants [I:1][C:2]1[CH:8]=[CH:7][C:5]([NH2:6])=[C:4]([F:9])[CH:3]=1.[C:10](OC(=O)C)(=[O:12])C.C(O)=O, predict the reaction product. (6) Given the reactants [OH:1][C:2]1[CH:11]=[C:10]2[C:5]([C:6]([O:12][C:13]3[CH:18]=[C:17]([CH3:19])[C:16]([CH3:20])=[CH:15][C:14]=3[C:21](=[O:23])[CH3:22])=[CH:7][CH:8]=[N:9]2)=[CH:4][C:3]=1[O:24][CH3:25].Br[CH2:27][CH2:28][Cl:29].C(=O)([O-])[O-].[K+].[K+].O, predict the reaction product. The product is: [Cl:29][CH2:28][CH2:27][O:1][C:2]1[CH:11]=[C:10]2[C:5]([C:6]([O:12][C:13]3[CH:18]=[C:17]([CH3:19])[C:16]([CH3:20])=[CH:15][C:14]=3[C:21](=[O:23])[CH3:22])=[CH:7][CH:8]=[N:9]2)=[CH:4][C:3]=1[O:24][CH3:25].